The task is: Predict which catalyst facilitates the given reaction.. This data is from Catalyst prediction with 721,799 reactions and 888 catalyst types from USPTO. (1) Reactant: [H-].[Na+].[Br:3][C:4]1[CH:12]=[C:11]2[C:7]([CH:8]=[CH:9][NH:10]2)=[CH:6][CH:5]=1.Cl[Si:14]([CH:21]([CH3:23])[CH3:22])([CH:18]([CH3:20])[CH3:19])[CH:15]([CH3:17])[CH3:16]. Product: [Br:3][C:4]1[CH:12]=[C:11]2[C:7]([CH:8]=[CH:9][N:10]2[Si:14]([CH:21]([CH3:23])[CH3:22])([CH:18]([CH3:20])[CH3:19])[CH:15]([CH3:17])[CH3:16])=[CH:6][CH:5]=1. The catalyst class is: 1. (2) Reactant: [NH2:1][C:2]1[C:3]([C:7]#[N:8])=[N:4][O:5][N:6]=1.[F:9][C:10]([F:21])([F:20])[C:11](O[C:11](=[O:12])[C:10]([F:21])([F:20])[F:9])=[O:12]. Product: [C:7]([C:3]1[C:2]([NH:1][C:11](=[O:12])[C:10]([F:21])([F:20])[F:9])=[N:6][O:5][N:4]=1)#[N:8]. The catalyst class is: 64. (3) Reactant: [NH2:1][C:2]1[CH:7]=[CH:6][C:5]([CH:8]([C:20]2[CH:25]=[CH:24][C:23]([Cl:26])=[CH:22][C:21]=2[CH3:27])[CH2:9][C:10]([C:12]2[CH:13]=[CH:14][C:15](=[O:19])[N:16]([CH3:18])[CH:17]=2)=[O:11])=[CH:4][CH:3]=1.[CH3:28][S:29](Cl)(=[O:31])=[O:30]. Product: [Cl:26][C:23]1[CH:24]=[CH:25][C:20]([CH:8]([C:5]2[CH:6]=[CH:7][C:2]([NH:1][S:29]([CH3:28])(=[O:31])=[O:30])=[CH:3][CH:4]=2)[CH2:9][C:10]([C:12]2[CH:13]=[CH:14][C:15](=[O:19])[N:16]([CH3:18])[CH:17]=2)=[O:11])=[C:21]([CH3:27])[CH:22]=1. The catalyst class is: 17. (4) Reactant: [CH:1]1(N[C@H](C(O)=O)C)[CH2:6][CH2:5][CH2:4][CH2:3][CH2:2]1.[NH2:13][C@H:14]([C:22]([OH:24])=[O:23])[CH2:15]CCNC(N)=O.C(NCC)C. Product: [NH2:13][C@H:14]([C:22]([OH:24])=[O:23])[CH2:15][CH:1]1[CH2:2][CH2:3][CH2:4][CH2:5][CH2:6]1. The catalyst class is: 4. (5) The catalyst class is: 4. Reactant: C1(P(C2C=CC=CC=2)C2C=CC=CC=2)C=CC=CC=1.II.C(N(CC)CC)C.[CH2:29]([O:36][C:37]1[CH:42]=[CH:41][C:40]([C:43](=[O:59])[CH:44]([NH:53][C:54](=O)[CH:55]([F:57])[F:56])[C:45]2[CH:50]=[CH:49][C:48]([O:51][CH3:52])=[CH:47][CH:46]=2)=[CH:39][CH:38]=1)[C:30]1[CH:35]=[CH:34][CH:33]=[CH:32][CH:31]=1. Product: [CH2:29]([O:36][C:37]1[CH:38]=[CH:39][C:40]([C:43]2[O:59][C:54]([CH:55]([F:57])[F:56])=[N:53][C:44]=2[C:45]2[CH:46]=[CH:47][C:48]([O:51][CH3:52])=[CH:49][CH:50]=2)=[CH:41][CH:42]=1)[C:30]1[CH:35]=[CH:34][CH:33]=[CH:32][CH:31]=1. (6) Reactant: [O:1]1[C:10]2[C:5](=[N:6][CH:7]=[CH:8][CH:9]=2)[O:4][C@@H:3]([CH2:11][NH2:12])[CH2:2]1.[F:13][C:14]([F:30])([F:29])[C@@H:15]([NH:24][S:25]([CH3:28])(=[O:27])=[O:26])[C:16]1[CH:21]=[CH:20][C:19]([CH:22]=O)=[CH:18][CH:17]=1.[BH4-].[Na+].[ClH:33]. Product: [ClH:33].[O:1]1[C:10]2[C:5](=[N:6][CH:7]=[CH:8][CH:9]=2)[O:4][C@@H:3]([CH2:11][NH:12][CH2:22][C:19]2[CH:18]=[CH:17][C:16]([C@H:15]([NH:24][S:25]([CH3:28])(=[O:27])=[O:26])[C:14]([F:29])([F:30])[F:13])=[CH:21][CH:20]=2)[CH2:2]1. The catalyst class is: 61. (7) Product: [NH2:1][C:17]1[C:16]([N+:20]([O-:22])=[O:21])=[CH:15][C:4]([C:5]([O:7][CH2:8][C:9]2[CH:14]=[CH:13][CH:12]=[CH:11][CH:10]=2)=[O:6])=[C:3]([F:2])[CH:18]=1. Reactant: [NH3:1].[F:2][C:3]1[CH:18]=[C:17](F)[C:16]([N+:20]([O-:22])=[O:21])=[CH:15][C:4]=1[C:5]([O:7][CH2:8][C:9]1[CH:14]=[CH:13][CH:12]=[CH:11][CH:10]=1)=[O:6].O. The catalyst class is: 1. (8) Reactant: [CH3:1][C:2]1[NH:10][C:9]2[C:8](=[O:11])[NH:7][C:6]([NH:12]C(=O)OC)=[N:5][C:4]=2[CH:3]=1.CC(O)=O. Product: [NH2:12][C:6]1[NH:7][C:8](=[O:11])[C:9]2[NH:10][C:2]([CH3:1])=[CH:3][C:4]=2[N:5]=1. The catalyst class is: 74. (9) Reactant: [O:1]([C:8]1[C:13]2=[C:14]([CH3:18])[C:15]([OH:17])=[CH:16][N:12]2[N:11]=[CH:10][N:9]=1)[C:2]1[CH:7]=[CH:6][CH:5]=[CH:4][CH:3]=1.[CH3:19][S:20]([CH2:23][CH2:24][CH2:25]O)(=[O:22])=[O:21].C1C=CC(P(C2C=CC=CC=2)C2C=CC=CC=2)=CC=1.CCOC(/N=N/C(OCC)=O)=O. Product: [CH3:19][S:20]([CH2:23][CH2:24][CH2:25][O:17][C:15]1[C:14]([CH3:18])=[C:13]2[N:12]([CH:16]=1)[N:11]=[CH:10][N:9]=[C:8]2[O:1][C:2]1[CH:3]=[CH:4][CH:5]=[CH:6][CH:7]=1)(=[O:22])=[O:21]. The catalyst class is: 1.